From a dataset of Full USPTO retrosynthesis dataset with 1.9M reactions from patents (1976-2016). Predict the reactants needed to synthesize the given product. (1) Given the product [NH2:25][C:8]1[CH:9]=[C:10]([NH:13][C:14]([C:16]2[O:17][C:18]3[CH:24]=[CH:23][CH:22]=[CH:21][C:19]=3[N:20]=2)=[O:15])[CH:11]=[CH:12][C:7]=1[C:6]1[N:2]([CH3:1])[N:3]=[C:4]([C:28]([F:31])([F:29])[F:30])[CH:5]=1, predict the reactants needed to synthesize it. The reactants are: [CH3:1][N:2]1[C:6]([C:7]2[CH:12]=[CH:11][C:10]([NH:13][C:14]([C:16]3[O:17][C:18]4[CH:24]=[CH:23][CH:22]=[CH:21][C:19]=4[N:20]=3)=[O:15])=[CH:9][C:8]=2[N+:25]([O-])=O)=[CH:5][C:4]([C:28]([F:31])([F:30])[F:29])=[N:3]1.Cl. (2) Given the product [Br:10][C:8]1[CH:9]=[C:2]2[C:3]([CH:4]=[N:11][NH:12]2)=[CH:6][CH:7]=1, predict the reactants needed to synthesize it. The reactants are: F[C:2]1[CH:9]=[C:8]([Br:10])[CH:7]=[CH:6][C:3]=1[CH:4]=O.[NH2:11][NH2:12].